From a dataset of Forward reaction prediction with 1.9M reactions from USPTO patents (1976-2016). Predict the product of the given reaction. Given the reactants [Cl:1][C:2]1[N:3]=[C:4]2[CH:12]=[C:11]([Cl:13])[CH:10]=[N:9][C:5]2=[N:6][C:7]=1Cl.[CH2:14]([CH2:16][NH2:17])[OH:15], predict the reaction product. The product is: [Cl:1][C:2]1[N:3]=[C:4]2[CH:12]=[C:11]([Cl:13])[CH:10]=[N:9][C:5]2=[N:6][C:7]=1[NH:17][CH2:16][CH2:14][OH:15].